Dataset: Catalyst prediction with 721,799 reactions and 888 catalyst types from USPTO. Task: Predict which catalyst facilitates the given reaction. Reactant: Cl[C:2]1[N:11]=[C:10]([NH:12][NH:13][C:14](=[O:16])[CH3:15])[C:9]2[CH:8]=[CH:7][C:6]3[O:17][C:18]([F:21])([F:20])[O:19][C:5]=3[C:4]=2[N:3]=1.C(N(CC)C(C)C)(C)C.[CH3:31][O:32][C:33]1[CH:40]=[C:39]([O:41][CH3:42])[CH:38]=[CH:37][C:34]=1[CH2:35][NH2:36]. Product: [CH3:31][O:32][C:33]1[CH:40]=[C:39]([O:41][CH3:42])[CH:38]=[CH:37][C:34]=1[CH2:35][NH:36][C:2]1[N:11]=[C:10]([NH:12][NH:13][C:14](=[O:16])[CH3:15])[C:9]2[CH:8]=[CH:7][C:6]3[O:17][C:18]([F:21])([F:20])[O:19][C:5]=3[C:4]=2[N:3]=1. The catalyst class is: 12.